This data is from Human Reference Interactome with 51,813 positive PPI pairs across 8,248 proteins, plus equal number of experimentally-validated negative pairs. The task is: Binary Classification. Given two protein amino acid sequences, predict whether they physically interact or not. (1) Protein 1 (ENSG00000120942) has sequence MAASQVLGEKINILSGETVKAGDRDPLGNDCPEQDRLPQRSWRQKCASYVLALRPWSFSASLTPVALGSALAYRSHGVLDPRLLVGCAVAVLAVHGAGNLVNTYYDFSKGIDHKKSDDRTLVDRILEPQDVVRFGVFLYTLGCVCAACLYYLSPLKLEHLALIYFGGLSGSFLYTGGIGFKYVALGDLIILITFGPLAVMFAYAIQVGSLAIFPLVYAIPLALSTEAILHSNNTRDMESDREAGIVTLAILIGPTFSYILYNTLLFLPYLVFSILATHCTISLALPLLTIPMAFSLERQF.... Protein 2 (ENSG00000171861) has sequence MAALVRPARFVVRPLLQVVQAWDLDARRWVRALRRSPVKVVFPSGEVVEQKRAPGKQPRKAPSEASAQEQREKQPLEESASRAPSTWEESGLRYDKAYPGDRRLSSVMTIVKSRPFREKQGKILLEGRRLISDALKAGAVPKMFFFSRLEYLKELPVDKLKGVSLIKVKFEDIKDWSDLVTPQGIMGIFAKPDHVKMTYPKTQLQHSLPLLLICDNLRDPGNLGTILRSAAGAGCSKVLLTKGCVDAWEPKVLRAGMGAHFRMPIINNLEWETVPNYLPPDTRVYVADNCGLYAQAEMSN.... Result: 1 (the proteins interact). (2) Protein 1 (ENSG00000104381) has sequence MAERQEEQRGSPPLRAEGKADAEVKLILYHWTHSFSSQKVRLVIAEKALKCEEHDVSLPLSEHNEPWFMRLNSTGEVPVLIHGENIICEATQIIDYLEQTFLDERTPRLMPDKESMYYPRVQHYRELLDSLPMDAYTHGCILHPELTVDSMIPAYATTRIRSQIGNTESELKKLAEENPDLQEAYIAKQKRLKSKLLDHDNVKYLKKILDELEKVLDQVETELQRRNEETPEEGQQPWLCGESFTLADVSLAVTLHRLKFLGFARRNWGNGKRPNLETYYERVLKRKTFNKVLGHVNNIL.... Protein 2 (ENSG00000177954) has sequence MPDINSRDRSGPRATRIDGSGEEIRWRPSCADTRGGEGRALPARKGSPSSLSRRGEEETQEETPGAEPQFLLHGCEMPRML*MPLAKDLLHPSPEEEKRKHKKKRLVQSPNSYFMDVKCPGCYKITTVFSHAQTVVLCVGCSTVLCQPTGGKARLTEGCSFRRKQH*. Result: 0 (the proteins do not interact). (3) Protein 1 (ENSG00000120158) has sequence MATQAHSLSYAGCNFLRQRLVLSTLSGRPVKIRKIRARDDNPGLRDFEASFIRLLDKITNGSRIEINQTGTTLYYQPGLLYGGSVEHDCSVLRGIGYYLESLLCLAPFMKHPLKIVLRGVTNDQVDPSVDVLKATALPLLKQFGIDGESFELKIVRRGMPPGGGGEVVFSCPVRKVLKPIQLTDPGKIKRIRGMAYSVRVSPQMANRIVDSARSILNKFIPDIYIYTDHMKGVNSGKSPGFGLSLVAETTSGTFLSAELASNPQGQGAAVLPEDLGRNCARLLLEEIYRGGCVDSTNQSL.... Protein 2 (ENSG00000078369) has sequence MSELDQLRQEAEQLKNQIRDARKACADATLSQITNNIDPVGRIQMRTRRTLRGHLAKIYAMHWGTDSRLLVSASQDGKLIIWDSYTTNKVHAIPLRSSWVMTCAYAPSGNYVACGGLDNICSIYNLKTREGNVRVSRELAGHTGYLSCCRFLDDNQIVTSSGDTTCALWDIETGQQTTTFTGHTGDVMSLSLAPDTRLFVSGACDASAKLWDVREGMCRQTFTGHESDINAICFFPNGNAFATGSDDATCRLFDLRADQELMTYSHDNIICGITSVSFSKSGRLLLAGYDDFNCNVWDAL.... Result: 0 (the proteins do not interact). (4) Protein 1 (ENSG00000115602) has sequence MGFWILAILTILMYSTAAKFSKQSWGLENEALIVRCPRQGKPSYTVDWYYSQTNKSIPTQERNRVFASGQLLKFLPAAVADSGIYTCIVRSPTFNRTGYANVTIYKKQSDCNVPDYLMYSTVSGSEKNSKIYCPTIDLYNWTAPLEWFKNCQALQGSRYRAHKSFLVIDNVMTEDAGDYTCKFIHNENGANYSVTATRSFTVKDEQGFSLFPVIGAPAQNEIKEVEIGKNANLTCSACFGKGTQFLAAVLWQLNGTKITDFGEPRIQQEEGQNQSFSNGLACLDMVLRIADVKEEDLLLQ.... Protein 2 (ENSG00000180398) has sequence MTMRSLLRTPFLCGLLWAFCAPGARAEEPAASFSQPGSMGLDKNTVHDQEHIMEHLEGVINKPEAEMSPQELQLHYFKMHDYDGNNLLDGLELSTAITHVHKEEGSEQAPLMSEDELINIIDGVLRDDDKNNDGYIDYAEFAKSLQ*MTMRSLLRTPFLCGLLWAFCAPGARAEEPAASFSQPGSMGLDKNTVHDQEHIMEHLEGVINMEHLEGVINKPEAEMSPQELQLHYFKMHDYDGNNLLDGLELSTAITHVHKEEGSEQAPLMSEDELINIIDGVLRDDDKNNDGYIDYAEFAKS.... Result: 1 (the proteins interact). (5) Protein 1 (ENSG00000137955) has sequence MGTPQKDVIIKSDAPDTLLLEKHADYIASYGSKKDDYEYCMSEYLRMSGIYWGLTVMDLMGQLHRMNREEILAFIKSCQHECGGISASIGHDPHLLYTLSAVQILTLYDSINVIDVNKVVEYVKGLQKEDGSFAGDIWGEIDTRFSFCAVATLALLGKLDAINVEKAIEFVLSCMNFDGGFGCRPGSESHAGQIYCCTGFLAITSQLHQVNSDLLGWWLCERQLPSGGLNGRPEKLPDVCYSWWVLASLKIIGRLHWIDREKLRNFILACQDEETGGFADRPGDMVDPFHTLFGIAGLSL.... Protein 2 (ENSG00000101435) has sequence MLGLPWKGGLSWALLLLLLGSQILLIYAWHFHEQRDCDEHNVMARYLPATVEFAVHTFNQQSKDYYAYRLGHILNSWKEQVESKTVFSMELLLGRTRCGKFEDDIDNCHFQESTELNNTFTCFFTISTRPWMTQFSLLNKTCLEGFH*. Result: 0 (the proteins do not interact). (6) Protein 1 (ENSG00000130224) has sequence MAASQGGGGNSGGGGCGGGGSSGGCGTAGGGGGGAGGGGGGGGGTLVVPIPVPTLFGQPFPNGPPWNPGSLQPQHTVRSLDRALEEAGSSGILSLSGRKLRDFPGSGYDLTDTTQADLSRNRFTEIPSDVWLFAPLETLNLYHNCIKTIPEAIKNLQMLTYLNISRNLLSTLPKYLFDLPLKVLVVSNNKLVSIPEEIGKLKDLMELDISCNEIQVLPQQMGKLHSLRELNIRRNNLHVLPDELGDLPLVKLDFSCNKVTEIPVCYRKLHHLQVIILDNNPLQVPPAQICLKGKVHIFKY.... Protein 2 (ENSG00000163171) has sequence MPAKTPIYLKAANNKKGKKFKLRDILSPDMISPPLGDFRHTIHIGKEGQHDVFGDISFLQGNYELLPGNQEKAHLGQFPGHNEFFRANSTSDSVFTETPSPVLKNAISLPTIGGSQALMLPLLSPVTFNSKQESFGPAKLPRLSCEPVMEEKAQEKSSLLENGTVHQGDTSWGSSGSASQSSQGRDSHSSSLSEQYPDWPAEDMFDHPTPCELIKGKTKSEESLSDLTGSLLSLQLDLGPSLLDEVLNVMDKNK*MPAKTPIYLKAANNMPAKTPIYLKAANNKKGKKFKLRDILSPDMI.... Result: 0 (the proteins do not interact). (7) Protein 1 (ENSG00000067715) has sequence MVSESHHEALAAPPVTTVATVLPSNATEPASPGEGKEDAFSKLKEKFMNELHKIPLPPWALIAIAIVAVLLVLTCCFCICKKCLFKKKNKKKGKEKGGKNAINMKDVKDLGKTMKDQALKDDDAETGLTDGEEKEEPKEEEKLGKLQYSLDYDFQNNQLLVGIIQAAELPALDMGGTSDPYVKVFLLPDKKKKFETKVHRKTLNPVFNEQFTFKVPYSELGGKTLVMAVYDFDRFSKHDIIGEFKVPMNTVDFGHVTEEWRDLQSAEKEEQEKLGDICFSLRYVPTAGKLTVVILEAKNL.... Protein 2 (ENSG00000135535) has sequence MSRLSRSLLWAATCLGVLCVLSADKNTTQHPNVTTLAPISNVTSAPVTSLPLVTTPAPETCEGRNSCVSCFNVSVVNTTCFWIECKDESYCSHNSTVSDCQVGNTTDFCSAKPTVQPSPSTTSKTVTTSGTTNNTVTPTSQPVRKSTFDAASFIGGIVLVLGVQAVIFFLYKFCKSKERNYHTL*MSRLSRSLLWAATCLGVLCVLSADKNTTQHPNVTTLAPISNVTSAPVTSLPLVTTPAPETCEGRNSCVSCFNVSVVNTTCFWIECKDESYCSHNSTVSDCQVGNTTDFCSVSTAT.... Result: 0 (the proteins do not interact).